Dataset: Full USPTO retrosynthesis dataset with 1.9M reactions from patents (1976-2016). Task: Predict the reactants needed to synthesize the given product. (1) Given the product [NH2:19][C:15]1[CH:14]=[C:13]2[C:18](=[N:17][CH:16]=1)[N:9]([OH:8])[C:10](=[O:29])[C:11]([C:23]1[CH:28]=[CH:27][CH:26]=[CH:25][CH:24]=1)=[C:12]2[OH:22], predict the reactants needed to synthesize it. The reactants are: C([O:8][N:9]1[C:18]2[C:13](=[CH:14][C:15]([N+:19]([O-])=O)=[CH:16][N:17]=2)[C:12]([OH:22])=[C:11]([C:23]2[CH:28]=[CH:27][CH:26]=[CH:25][CH:24]=2)[C:10]1=[O:29])C1C=CC=CC=1.C(O)(C(F)(F)F)=O. (2) The reactants are: [Cl:1][C:2]1[CH:22]=[CH:21][C:5]([CH:6]([O:14][CH:15]2[CH2:20][CH2:19][NH:18][CH2:17][CH2:16]2)[C:7]2[CH:12]=[CH:11][C:10]([Cl:13])=[CH:9][CH:8]=2)=[CH:4][CH:3]=1.[F:23][C:24]1[CH:29]=[CH:28][C:27]([S:30](Cl)(=[O:32])=[O:31])=[CH:26][CH:25]=1.C(=O)([O-])[O-].C(O)C(N)(CO)CO. Given the product [F:23][C:24]1[CH:29]=[CH:28][C:27]([S:30]([N:18]2[CH2:19][CH2:20][CH:15]([O:14][CH:6]([C:7]3[CH:8]=[CH:9][C:10]([Cl:13])=[CH:11][CH:12]=3)[C:5]3[CH:21]=[CH:22][C:2]([Cl:1])=[CH:3][CH:4]=3)[CH2:16][CH2:17]2)(=[O:32])=[O:31])=[CH:26][CH:25]=1, predict the reactants needed to synthesize it. (3) Given the product [OH:14][C:12]1[C:11]([C:1](=[O:2])[CH3:3])=[N:10][N:9]([CH:5]2[CH2:8][CH2:7][CH2:6]2)[CH:13]=1, predict the reactants needed to synthesize it. The reactants are: [CH:1]([CH:3]=O)=[O:2].[CH:5]1([NH:9][N:10]=[CH:11][C:12](=[O:14])[CH3:13])[CH2:8][CH2:7][CH2:6]1. (4) Given the product [Br:1][C:2]1[C:7]2[N:8]=[C:9]([CH3:11])[S:10][C:6]=2[CH:5]=[CH:4][C:3]=1[CH2:12][Br:13], predict the reactants needed to synthesize it. The reactants are: [Br:1][C:2]1[C:7]2[N:8]=[C:9]([CH3:11])[S:10][C:6]=2[CH:5]=[CH:4][C:3]=1[CH3:12].[Br:13]N1C(=O)CCC1=O.C(OOC(=O)C1C=CC=CC=1)(=O)C1C=CC=CC=1. (5) Given the product [CH2:26]([N:28]1[C:5]([C:4]2[CH:8]=[CH:9][C:10]([N+:11]([O-:13])=[O:12])=[C:2]([CH3:1])[CH:3]=2)=[N:37][C:30]([C:31]2[CH:32]=[N:33][CH:34]=[CH:35][CH:36]=2)=[N:29]1)[CH3:27], predict the reactants needed to synthesize it. The reactants are: [CH3:1][C:2]1[CH:3]=[C:4]([CH:8]=[CH:9][C:10]=1[N+:11]([O-:13])=[O:12])[C:5](O)=O.C(C1NC=CN=1)(C1NC=CN=1)=O.[CH2:26]([NH:28][NH:29][C:30](=[NH:37])[C:31]1[CH:36]=[CH:35][CH:34]=[N:33][CH:32]=1)[CH3:27].N1C=CC=CC=1. (6) Given the product [CH3:17][CH:3]([C@@:4]([CH3:27])([O:9][CH:10]1[CH2:15][CH2:14][CH2:13][CH2:12][O:11]1)[CH2:5][NH:7][CH3:8])[CH2:2][OH:1], predict the reactants needed to synthesize it. The reactants are: [OH:1][CH2:2][C:3]([CH3:17])(C)[C@@H:4]([O:9][CH:10]1[CH2:15][CH2:14][CH2:13][CH2:12][O:11]1)[C:5]([NH:7][CH3:8])=O.[H-].[Al+3].[Li+].[H-].[H-].[H-].O.[OH-].[Na+].[CH2:27]1COCC1. (7) Given the product [CH3:21][O:20][C:19]1[C:3]([O:2][CH3:1])=[CH:4][C:5]2[NH:9][C:8]([C:10]3[C:14]([NH2:15])=[CH:13][NH:12][N:11]=3)=[N:7][C:6]=2[CH:18]=1, predict the reactants needed to synthesize it. The reactants are: [CH3:1][O:2][C:3]1[C:19]([O:20][CH3:21])=[CH:18][C:6]2[NH:7][C:8]([C:10]3[C:14]([N+:15]([O-])=O)=[CH:13][NH:12][N:11]=3)=[N:9][C:5]=2[CH:4]=1.